Dataset: Peptide-MHC class I binding affinity with 185,985 pairs from IEDB/IMGT. Task: Regression. Given a peptide amino acid sequence and an MHC pseudo amino acid sequence, predict their binding affinity value. This is MHC class I binding data. (1) The peptide sequence is TTFVTPML. The MHC is H-2-Kb with pseudo-sequence H-2-Kb. The binding affinity (normalized) is 0.523. (2) The peptide sequence is LVKESMASL. The MHC is HLA-A02:01 with pseudo-sequence HLA-A02:01. The binding affinity (normalized) is 0.116. (3) The peptide sequence is MPVDHPLSL. The MHC is HLA-B35:01 with pseudo-sequence HLA-B35:01. The binding affinity (normalized) is 1.00. (4) The peptide sequence is TPALATRGF. The MHC is HLA-B46:01 with pseudo-sequence HLA-B46:01. The binding affinity (normalized) is 0.0847. (5) The peptide sequence is KSLYNTVAVLY. The MHC is HLA-B08:02 with pseudo-sequence HLA-B08:02. The binding affinity (normalized) is 0.0847.